This data is from Full USPTO retrosynthesis dataset with 1.9M reactions from patents (1976-2016). The task is: Predict the reactants needed to synthesize the given product. (1) Given the product [F:25][C:19]1[CH:20]=[CH:21][CH:22]=[C:23]2[C:18]=1[N:17]=[CH:16][C:15]([O:14][C:13]1[C:8]([C:5]([CH3:7])([CH3:6])[C:4]([OH:26])=[O:3])=[N:9][CH:10]=[CH:11][CH:12]=1)=[CH:24]2, predict the reactants needed to synthesize it. The reactants are: C([O:3][C:4](=[O:26])[C:5]([C:8]1[C:13]([O:14][C:15]2[CH:16]=[N:17][C:18]3[C:23]([CH:24]=2)=[CH:22][CH:21]=[CH:20][C:19]=3[F:25])=[CH:12][CH:11]=[CH:10][N:9]=1)([CH3:7])[CH3:6])C.[OH-].[Na+].Cl. (2) Given the product [CH3:11][O:10][C:3]1[CH:4]=[C:5]([CH:8]=[CH:9][C:2]=1[N:12]1[CH:16]=[CH:15][CH:14]=[N:13]1)[CH:6]=[O:7], predict the reactants needed to synthesize it. The reactants are: F[C:2]1[CH:9]=[CH:8][C:5]([CH:6]=[O:7])=[CH:4][C:3]=1[O:10][CH3:11].[NH:12]1[CH:16]=[CH:15][CH:14]=[N:13]1.C([O-])([O-])=O.[K+].[K+]. (3) Given the product [F:25][C:22]1[CH:23]=[CH:24][C:2]2[O:20][CH2:19][CH:7]3[CH2:8][N:9]([C:12]([O:14][C:15]([CH3:18])([CH3:17])[CH3:16])=[O:13])[CH2:10][CH2:11][N:6]3[C:4](=[O:5])[C:3]=2[CH:21]=1, predict the reactants needed to synthesize it. The reactants are: F[C:2]1[CH:24]=[CH:23][C:22]([F:25])=[CH:21][C:3]=1[C:4]([N:6]1[CH2:11][CH2:10][N:9]([C:12]([O:14][C:15]([CH3:18])([CH3:17])[CH3:16])=[O:13])[CH2:8][CH:7]1[CH2:19][OH:20])=[O:5].[H-].[Na+]. (4) The reactants are: [C:1]([O:9][C@@H:10]1[C@H:15]([O:16][C:17](=[O:24])[C:18]2[CH:23]=[CH:22][CH:21]=[CH:20][CH:19]=2)[C@@H:14]([CH2:25][O:26][C:27](=[O:34])[C:28]2[CH:33]=[CH:32][CH:31]=[CH:30][CH:29]=2)[O:13][CH:11]1[OH:12])(=[O:8])[C:2]1[CH:7]=[CH:6][CH:5]=[CH:4][CH:3]=1.C(=O)([O-])[O-].[K+].[K+].C([O:48][C:49](=[O:52])[CH2:50]Br)C1C=CC=CC=1. Given the product [C:1]([O:9][C@@H:10]1[C@H:15]([O:16][C:17](=[O:24])[C:18]2[CH:23]=[CH:22][CH:21]=[CH:20][CH:19]=2)[C@@H:14]([CH2:25][O:26][C:27](=[O:34])[C:28]2[CH:29]=[CH:30][CH:31]=[CH:32][CH:33]=2)[O:13][CH:11]1[O:12][CH2:50][C:49]([OH:52])=[O:48])(=[O:8])[C:2]1[CH:7]=[CH:6][CH:5]=[CH:4][CH:3]=1, predict the reactants needed to synthesize it. (5) Given the product [Br:10][C:11]1[C:16]([O:17][CH3:18])=[CH:15][CH:14]=[C:13]([N+:6]([O-:9])=[O:7])[N:12]=1, predict the reactants needed to synthesize it. The reactants are: S(=O)(=O)(O)O.[N+:6]([O-:9])(O)=[O:7].[Br:10][C:11]1[C:16]([O:17][CH3:18])=[CH:15][CH:14]=[CH:13][N:12]=1. (6) Given the product [Br:1][C:2]1[CH:3]=[C:4]([CH:9]=[CH:10][C:11]=1[CH2:12][Br:13])[C:5]([O:7][CH3:8])=[O:6], predict the reactants needed to synthesize it. The reactants are: [Br:1][C:2]1[CH:3]=[C:4]([CH:9]=[CH:10][C:11]=1[CH3:12])[C:5]([O:7][CH3:8])=[O:6].[Br:13]N1C(=O)CCC1=O.N(C(C)(C)C#N)=NC(C)(C)C#N. (7) Given the product [Cl:34][C:35]1[CH:41]=[C:40]([O:42][C:43]2[C:44]3[N:51]([CH3:52])[CH:50]=[CH:49][C:45]=3[N:46]=[CH:47][N:48]=2)[CH:39]=[CH:38][C:36]=1[NH:37][C:25]([NH:15][C:9]1[CH:8]=[C:7]2[C:12]([CH2:13][CH2:14][N:5]([C:3](=[O:4])[C:2]([F:1])([F:16])[F:17])[CH2:6]2)=[CH:11][CH:10]=1)=[O:26], predict the reactants needed to synthesize it. The reactants are: [F:1][C:2]([F:17])([F:16])[C:3]([N:5]1[CH2:14][CH2:13][C:12]2[C:7](=[CH:8][C:9]([NH2:15])=[CH:10][CH:11]=2)[CH2:6]1)=[O:4].N1C=CC=CC=1.Cl[C:25](OC1C=CC=CC=1)=[O:26].[Cl:34][C:35]1[CH:41]=[C:40]([O:42][C:43]2[C:44]3[N:51]([CH3:52])[CH:50]=[CH:49][C:45]=3[N:46]=[CH:47][N:48]=2)[CH:39]=[CH:38][C:36]=1[NH2:37]. (8) Given the product [CH3:12][O:11][C:7]1[CH:6]=[CH:5][C:4]([O:13][CH3:14])=[C:3]([O:2][CH3:1])[C:8]=1[O:9][CH3:10], predict the reactants needed to synthesize it. The reactants are: [CH3:1][O:2][C:3]1[C:8]([O:9][CH3:10])=[C:7]([O:11][CH3:12])[CH:6]=[CH:5][C:4]=1[OH:13].[C:14]([O-])([O-])=O.[K+].[K+].CI.CCOC(C)=O. (9) Given the product [CH:1]([C:3]1[CH:4]=[C:5]([C:15]2[CH:16]=[C:17]3[C:21](=[CH:22][CH:23]=2)[NH:20][C:19]2[C:24]([CH3:28])=[N:25][CH:26]=[CH:27][C:18]3=2)[CH:6]=[C:7]([CH:9]=[O:10])[CH:8]=1)=[O:2], predict the reactants needed to synthesize it. The reactants are: [CH:1]([C:3]1[CH:4]=[C:5](B(O)O)[CH:6]=[C:7]([CH:9]=[O:10])[CH:8]=1)=[O:2].Br[C:15]1[CH:16]=[C:17]2[C:21](=[CH:22][CH:23]=1)[NH:20][C:19]1[C:24]([CH3:28])=[N:25][CH:26]=[CH:27][C:18]2=1.